This data is from Catalyst prediction with 721,799 reactions and 888 catalyst types from USPTO. The task is: Predict which catalyst facilitates the given reaction. (1) Reactant: [C:1]([NH:4][C@@H:5]1[C@@H:11]([OH:12])[C@H:10]([OH:13])[C@@H:9]([CH2:14][OH:15])[O:8][CH:6]1[OH:7])(=[O:3])[CH3:2].N1C=CC=CC=1.[C:22](Cl)(=[O:30])[CH2:23][CH2:24][CH2:25][CH2:26][CH2:27][CH2:28][CH3:29]. Product: [C:1]([NH:4][C@@H:5]1[C@@H:11]([OH:12])[C@H:10]([OH:13])[C@@H:9]([CH2:14][O:15][C:22](=[O:30])[CH2:23][CH2:24][CH2:25][CH2:26][CH2:27][CH2:28][CH3:29])[O:8][C@@H:6]1[OH:7])(=[O:3])[CH3:2]. The catalyst class is: 9. (2) Reactant: [CH3:1][O:2][C:3]1[CH:8]=[CH:7][C:6]([S:9]([CH2:12][CH2:13][O:14]C2CCCCO2)(=[O:11])=[O:10])=[CH:5][C:4]=1[C:21]1[C:30]2[C:25](=[CH:26][CH:27]=[C:28]([C:31]3[CH:32]=[N:33][N:34]([CH3:36])[CH:35]=3)[CH:29]=2)[C:24](=[O:37])[N:23]([CH3:38])[CH:22]=1.C1(C)C=CC(S([O-])(=O)=O)=CC=1.[NH+]1C=CC=CC=1. The catalyst class is: 2. Product: [OH:14][CH2:13][CH2:12][S:9]([C:6]1[CH:7]=[CH:8][C:3]([O:2][CH3:1])=[C:4]([C:21]2[C:30]3[C:25](=[CH:26][CH:27]=[C:28]([C:31]4[CH:32]=[N:33][N:34]([CH3:36])[CH:35]=4)[CH:29]=3)[C:24](=[O:37])[N:23]([CH3:38])[CH:22]=2)[CH:5]=1)(=[O:11])=[O:10].